Dataset: Full USPTO retrosynthesis dataset with 1.9M reactions from patents (1976-2016). Task: Predict the reactants needed to synthesize the given product. Given the product [CH3:1][O:2][C:3]1[CH:19]=[CH:18][CH:17]=[CH:16][C:4]=1[CH2:5][CH2:6][N:7]=[C:8]1[N:13]([C:25](=[S:34])[NH:22][CH2:20][CH3:21])[CH2:12][C:11]([CH3:15])([CH3:14])[CH2:10][S:9]1, predict the reactants needed to synthesize it. The reactants are: [CH3:1][O:2][C:3]1[CH:19]=[CH:18][CH:17]=[CH:16][C:4]=1[CH2:5][CH2:6][N:7]=[C:8]1[N:13]=[CH:12][C:11]([CH3:15])([CH3:14])[CH2:10][S:9]1.[CH2:20]([N:22]([CH2:25]C)CC)[CH3:21].ClCCl.C(Cl)(=[S:34])OCC.